Task: Predict the product of the given reaction.. Dataset: Forward reaction prediction with 1.9M reactions from USPTO patents (1976-2016) (1) Given the reactants [Br:1][C:2]1[CH:7]=[C:6]([F:8])[CH:5]=[CH:4][C:3]=1[S:9]([NH:12][C:13]1[C:22]([C:23]([O:25][CH3:26])=[O:24])=[C:21]2[C:16]([C:17]3[CH2:29][CH2:28][O:27][C:18]=3[CH:19]=[N:20]2)=[CH:15][CH:14]=1)(=[O:11])=[O:10].[H-].[Na+].[H][H].Cl[C:35]([O:37][CH3:38])=[O:36], predict the reaction product. The product is: [Br:1][C:2]1[CH:7]=[C:6]([F:8])[CH:5]=[CH:4][C:3]=1[S:9]([N:12]([C:13]1[C:22]([C:23]([O:25][CH3:26])=[O:24])=[C:21]2[C:16]([C:17]3[CH2:29][CH2:28][O:27][C:18]=3[CH:19]=[N:20]2)=[CH:15][CH:14]=1)[C:35]([O:37][CH3:38])=[O:36])(=[O:10])=[O:11]. (2) Given the reactants [N:1]1([C@@H:10]([C:15]2[CH:20]=[CH:19][CH:18]=[C:17]([F:21])[CH:16]=2)[C@H:11]([OH:14])[CH2:12]O)[C:9]2[C:4](=[CH:5][CH:6]=[CH:7][CH:8]=2)[CH2:3][CH2:2]1.[CH2:22]([N:24](CC)CC)C.C1(C)C=CC(S(Cl)(=O)=O)=CC=1.CN.C(O)C, predict the reaction product. The product is: [F:21][C:17]1[CH:16]=[C:15]([C@H:10]([N:1]2[C:9]3[C:4](=[CH:5][CH:6]=[CH:7][CH:8]=3)[CH:3]=[CH:2]2)[C@H:11]([OH:14])[CH2:12][NH:24][CH3:22])[CH:20]=[CH:19][CH:18]=1.